Dataset: Forward reaction prediction with 1.9M reactions from USPTO patents (1976-2016). Task: Predict the product of the given reaction. (1) Given the reactants F[C:2]1[CH:7]=[CH:6][C:5]([N+:8]([O-:10])=[O:9])=[C:4]([O:11][CH3:12])[CH:3]=1.[NH:13]1[CH2:18][CH2:17][O:16][CH2:15][CH2:14]1.C(=O)([O-])[O-].[K+].[K+], predict the reaction product. The product is: [CH3:12][O:11][C:4]1[CH:3]=[C:2]([N:13]2[CH2:18][CH2:17][O:16][CH2:15][CH2:14]2)[CH:7]=[CH:6][C:5]=1[N+:8]([O-:10])=[O:9]. (2) Given the reactants Cl.[NH2:2][C@@H:3]([C:5]([NH2:7])=[O:6])[CH3:4].C(N(CC)CC)C.FC1C=CC=CC=1C[C:19]1[CH:20]=[C:21]([CH:24]=[CH:25][C:26]=1[O:27][CH2:28][C:29]1[CH:34]=[CH:33][CH:32]=[CH:31][C:30]=1[F:35])[CH:22]=O.[BH4-].[Na+], predict the reaction product. The product is: [F:35][C:30]1[CH:31]=[CH:32][CH:33]=[CH:34][C:29]=1[CH2:28][O:27][C:26]1[CH:25]=[CH:24][C:21]([CH2:22][NH:2][C@H:3]([CH3:4])[C:5]([NH2:7])=[O:6])=[CH:20][CH:19]=1.